From a dataset of Forward reaction prediction with 1.9M reactions from USPTO patents (1976-2016). Predict the product of the given reaction. Given the reactants [CH3:1][O:2][CH:3]([O:6][CH3:7])[CH2:4][NH2:5].C1(C)C=CC=CC=1.[OH-].[Na+].Cl[C:18]([O:20][CH2:21][CH3:22])=[O:19], predict the reaction product. The product is: [CH3:1][O:2][CH:3]([O:6][CH3:7])[CH2:4][NH:5][C:18](=[O:19])[O:20][CH2:21][CH3:22].